From a dataset of Forward reaction prediction with 1.9M reactions from USPTO patents (1976-2016). Predict the product of the given reaction. (1) Given the reactants [C:1]([Cl:9])(=[O:8])[C:2]1[CH:7]=[CH:6][CH:5]=[CH:4][CH:3]=1.[Cl:10]CCl.Cl.Cl.Cl.[CH3:16][NH:17][CH2:18][CH2:19][N:20]([CH2:36][C:37]1[CH:42]=[CH:41][N:40]=[CH:39][CH:38]=1)[CH2:21][CH2:22][CH2:23][O:24][C:25]1[CH:26]=[C:27]2[C:32](=[CH:33][CH:34]=1)[C:31](=[O:35])[NH:30][CH2:29][CH2:28]2.C(OC(=O)C)C.Cl, predict the reaction product. The product is: [ClH:9].[ClH:10].[CH3:16][N:17]([CH2:18][CH2:19][N:20]([CH2:21][CH2:22][CH2:23][O:24][C:25]1[CH:26]=[C:27]2[C:32](=[CH:33][CH:34]=1)[C:31](=[O:35])[NH:30][CH2:29][CH2:28]2)[CH2:36][C:37]1[CH:38]=[CH:39][N:40]=[CH:41][CH:42]=1)[C:1](=[O:8])[C:2]1[CH:7]=[CH:6][CH:5]=[CH:4][CH:3]=1. (2) Given the reactants Cl[C:2]([O:4][CH:5]([Cl:7])[CH3:6])=[O:3].[C:8]([N:15]1[CH2:20][CH2:19][NH:18][CH2:17][CH2:16]1)([O:10][C:11]([CH3:14])([CH3:13])[CH3:12])=[O:9].N1C=CC=CC=1, predict the reaction product. The product is: [Cl:7][CH:5]([O:4][C:2]([N:18]1[CH2:17][CH2:16][N:15]([C:8]([O:10][C:11]([CH3:14])([CH3:13])[CH3:12])=[O:9])[CH2:20][CH2:19]1)=[O:3])[CH3:6]. (3) Given the reactants [Br:1][C:2]1[C:3]([N:12]2[CH2:17][CH2:16][N:15]([CH2:18][CH:19]3[CH2:22][CH2:21][CH2:20]3)[CH2:14][CH2:13]2)=[C:4]([N+:9]([O-])=O)[C:5]([NH2:8])=[N:6][CH:7]=1.[O:23]1[CH2:28][CH2:27][N:26]([CH2:29][C:30]2[CH:37]=[CH:36][C:33]([CH:34]=O)=[CH:32][CH:31]=2)[CH2:25][CH2:24]1.[O-]S(S([O-])=O)=O.[Na+].[Na+], predict the reaction product. The product is: [Br:1][C:2]1[C:3]([N:12]2[CH2:17][CH2:16][N:15]([CH2:18][CH:19]3[CH2:22][CH2:21][CH2:20]3)[CH2:14][CH2:13]2)=[C:4]2[N:9]=[C:34]([C:33]3[CH:32]=[CH:31][C:30]([CH2:29][N:26]4[CH2:27][CH2:28][O:23][CH2:24][CH2:25]4)=[CH:37][CH:36]=3)[NH:8][C:5]2=[N:6][CH:7]=1. (4) Given the reactants [NH2:1][CH2:2][CH2:3][N:4]1[C:12]2[C:7](=[CH:8][CH:9]=[C:10]([Cl:13])[CH:11]=2)[C:6]([C:14]([N:16]2[CH2:21][CH2:20][CH:19]([N:22]3[C:30]4[C:25](=[CH:26][CH:27]=[CH:28][CH:29]=4)[CH2:24][C:23]3=[O:31])[CH2:18][CH2:17]2)=[O:15])=[CH:5]1.[C:32](Cl)(=[O:34])[CH3:33].C(N(CC)CC)C, predict the reaction product. The product is: [Cl:13][C:10]1[CH:11]=[C:12]2[C:7]([C:6]([C:14]([N:16]3[CH2:17][CH2:18][CH:19]([N:22]4[C:30]5[C:25](=[CH:26][CH:27]=[CH:28][CH:29]=5)[CH2:24][C:23]4=[O:31])[CH2:20][CH2:21]3)=[O:15])=[CH:5][N:4]2[CH2:3][CH2:2][NH:1][C:32](=[O:34])[CH3:33])=[CH:8][CH:9]=1. (5) The product is: [C:24]([C:22]1[CH:21]=[C:20]([CH2:30][C:31]([OH:33])=[O:32])[CH:19]=[C:18]([S:15]([N:12]2[CH2:13][CH2:14][N:9]([CH2:8][C:7]3[CH:6]=[CH:5][C:4]([O:3][C:2]([F:37])([F:38])[F:1])=[CH:36][CH:35]=3)[CH2:10][CH2:11]2)(=[O:17])=[O:16])[CH:23]=1)#[CH:25]. Given the reactants [F:1][C:2]([F:38])([F:37])[O:3][C:4]1[CH:36]=[CH:35][C:7]([CH2:8][N:9]2[CH2:14][CH2:13][N:12]([S:15]([C:18]3[CH:19]=[C:20]([CH2:30][C:31]([O:33]C)=[O:32])[CH:21]=[C:22]([C:24]#[C:25][Si](C)(C)C)[CH:23]=3)(=[O:17])=[O:16])[CH2:11][CH2:10]2)=[CH:6][CH:5]=1.Cl, predict the reaction product. (6) Given the reactants [Cl:1][C:2]1[CH:23]=[CH:22][C:5]([CH2:6][C:7]2[N:8]=[C:9]([C:15]3[CH:20]=[CH:19][N:18]=[C:17]([Cl:21])[CH:16]=3)[S:10][C:11]=2[C:12](O)=[O:13])=[CH:4][CH:3]=1.CC[N:26]=C=NCCCN(C)C.O.ON1C2C=CC=CC=2N=N1.[OH-].[NH4+], predict the reaction product. The product is: [Cl:1][C:2]1[CH:23]=[CH:22][C:5]([CH2:6][C:7]2[N:8]=[C:9]([C:15]3[CH:20]=[CH:19][N:18]=[C:17]([Cl:21])[CH:16]=3)[S:10][C:11]=2[C:12]([NH2:26])=[O:13])=[CH:4][CH:3]=1. (7) Given the reactants [F:1][C:2]([F:13])([F:12])[C:3]1([C:6]2[O:10][N:9]=[C:8]([NH2:11])[CH:7]=2)[CH2:5][CH2:4]1.C(=O)([O-])[O-].[K+].[K+].Cl[C:21]([O:23][C:24]1[CH:29]=[CH:28][CH:27]=[CH:26][CH:25]=1)=[O:22], predict the reaction product. The product is: [F:13][C:2]([F:1])([F:12])[C:3]1([C:6]2[O:10][N:9]=[C:8]([NH:11][C:21](=[O:22])[O:23][C:24]3[CH:29]=[CH:28][CH:27]=[CH:26][CH:25]=3)[CH:7]=2)[CH2:4][CH2:5]1. (8) Given the reactants O[CH2:2][C:3]1[S:7][C:6]([C:8]([O:10][CH3:11])=[O:9])=[CH:5][CH:4]=1.S(Cl)([Cl:14])=O, predict the reaction product. The product is: [Cl:14][CH2:2][C:3]1[S:7][C:6]([C:8]([O:10][CH3:11])=[O:9])=[CH:5][CH:4]=1.